From a dataset of Catalyst prediction with 721,799 reactions and 888 catalyst types from USPTO. Predict which catalyst facilitates the given reaction. (1) Reactant: [NH2:1][C:2]1[C:3]([F:31])=[C:4]([C:8]2[N:9]=[C:10]([C:20]([NH:23][C:24](=[O:30])[O:25][C:26]([CH3:29])([CH3:28])[CH3:27])([CH3:22])[CH3:21])[S:11][C:12]=2[C:13]2[CH:18]=[CH:17][N:16]=[C:15]([Cl:19])[N:14]=2)[CH:5]=[CH:6][CH:7]=1.[F:32][C:33]1[CH:38]=[CH:37][CH:36]=[C:35]([F:39])[C:34]=1[S:40](Cl)(=[O:42])=[O:41]. Product: [Cl:19][C:15]1[N:14]=[C:13]([C:12]2[S:11][C:10]([C:20]([NH:23][C:24](=[O:30])[O:25][C:26]([CH3:29])([CH3:28])[CH3:27])([CH3:22])[CH3:21])=[N:9][C:8]=2[C:4]2[CH:5]=[CH:6][CH:7]=[C:2]([NH:1][S:40]([C:34]3[C:35]([F:39])=[CH:36][CH:37]=[CH:38][C:33]=3[F:32])(=[O:42])=[O:41])[C:3]=2[F:31])[CH:18]=[CH:17][N:16]=1. The catalyst class is: 17. (2) Reactant: [O:1]([CH2:8][C:9]1[S:10][CH:11]=[C:12]([C:14](OCC)=[O:15])[N:13]=1)[C:2]1[CH:7]=[CH:6][CH:5]=[CH:4][CH:3]=1.CC(C[AlH]CC(C)C)C. Product: [O:1]([CH2:8][C:9]1[S:10][CH:11]=[C:12]([CH:14]=[O:15])[N:13]=1)[C:2]1[CH:7]=[CH:6][CH:5]=[CH:4][CH:3]=1. The catalyst class is: 2. (3) The catalyst class is: 54. Product: [CH3:23][NH:22][C:20]([NH:8][CH2:7][C:6]1[CH:9]=[CH:10][CH:11]=[CH:12][C:5]=1[N+:2]([O-:4])=[O:3])=[O:21]. Reactant: Cl.[N+:2]([C:5]1[CH:12]=[CH:11][CH:10]=[CH:9][C:6]=1[CH2:7][NH2:8])([O-:4])=[O:3].C(N(CC)CC)C.[C:20](N1C=CN=C1)([N:22]1C=CN=[CH:23]1)=[O:21].CN.Cl. (4) Product: [C:9]([N:6]([CH3:27])[C:5]1[CH:7]=[CH:8][C:2]([Br:1])=[CH:3][CH:4]=1)([O:11][C:12]([CH3:15])([CH3:14])[CH3:13])=[O:10]. Reactant: [Br:1][C:2]1[CH:8]=[CH:7][C:5]([NH2:6])=[CH:4][CH:3]=1.[C:9](O[C:9]([O:11][C:12]([CH3:15])([CH3:14])[CH3:13])=[O:10])([O:11][C:12]([CH3:15])([CH3:14])[CH3:13])=[O:10].[H-].[Na+].I[CH3:27].OP(O)(O)=O. The catalyst class is: 1. (5) Reactant: [CH:1]1([O:7][CH2:8][C:9]2[N:14]=[C:13]([S:15][CH3:16])[NH:12][C:11](=O)[CH:10]=2)[CH2:6][CH2:5][CH2:4][CH2:3][CH2:2]1.S(Cl)([Cl:20])=O. Product: [Cl:20][C:11]1[CH:10]=[C:9]([CH2:8][O:7][CH:1]2[CH2:6][CH2:5][CH2:4][CH2:3][CH2:2]2)[N:14]=[C:13]([S:15][CH3:16])[N:12]=1. The catalyst class is: 120. (6) The catalyst class is: 28. Product: [CH3:7][C:8]1[N:9]=[CH:10][C:11]([CH2:12][OH:13])=[CH:16][CH:17]=1. Reactant: [H-].[Al+3].[Li+].[H-].[H-].[H-].[CH3:7][C:8]1[CH:17]=[CH:16][C:11]([C:12](OC)=[O:13])=[CH:10][N:9]=1.